This data is from Forward reaction prediction with 1.9M reactions from USPTO patents (1976-2016). The task is: Predict the product of the given reaction. (1) Given the reactants [OH:1][C:2]1[CH:7]=[CH:6][C:5]([C:8](=[C:19]2[CH2:24]C(C)(C)C[C:21](C)(C)[CH2:20]2)[C:9]2[CH:18]=[CH:17][C:12](C(OC)=O)=[CH:11][CH:10]=2)=[CH:4][CH:3]=1.[C:29]([O:33][C:34]([CH3:37])([CH3:36])[CH3:35])(=[O:32])[CH:30]=[CH2:31].CC1C=CC=CC=1P(C1C=CC=CC=1C)C1C=CC=CC=1C.CCN(CC)CC.CN([CH:70]=[O:71])C, predict the reaction product. The product is: [OH:1][C:2]1[CH:3]=[CH:4][C:5]([C:8](=[C:19]2[CH2:24][CH2:70][O:71][CH2:21][CH2:20]2)[C:9]2[CH:10]=[CH:11][C:12](/[CH:31]=[CH:30]/[C:29]([O:33][C:34]([CH3:37])([CH3:36])[CH3:35])=[O:32])=[CH:17][CH:18]=2)=[CH:6][CH:7]=1. (2) Given the reactants [CH3:1][O:2][C:3]1[CH:23]=[CH:22][C:6]([C:7]([N:9]2[C:18]3[C:13](=[CH:14][CH:15]=[CH:16][CH:17]=3)[CH:12]([C:19](O)=[O:20])[CH2:11][CH2:10]2)=[O:8])=[CH:5][CH:4]=1.C(Cl)(=O)C(Cl)=O.C(N(C(C)C)CC)(C)C.[Cl:39][C:40]1[CH:48]=[CH:47][C:43]([NH:44][CH2:45][CH3:46])=[CH:42][CH:41]=1, predict the reaction product. The product is: [Cl:39][C:40]1[CH:48]=[CH:47][C:43]([N:44]([CH2:45][CH3:46])[C:19]([CH:12]2[C:13]3[C:18](=[CH:17][CH:16]=[CH:15][CH:14]=3)[N:9]([C:7](=[O:8])[C:6]3[CH:5]=[CH:4][C:3]([O:2][CH3:1])=[CH:23][CH:22]=3)[CH2:10][CH2:11]2)=[O:20])=[CH:42][CH:41]=1. (3) Given the reactants [C:1]([O:6][CH3:7])(=[O:5])[C:2]([CH3:4])=[CH2:3].[C:8]([NH2:12])(=[O:11])[CH:9]=[CH2:10].S(OOS([O-])(=O)=O)([O-])(=O)=O.[K+].[K+], predict the reaction product. The product is: [C:1]([O:6][CH3:7])(=[O:5])[C:2]([CH3:4])=[CH2:3].[C:8]([NH2:12])(=[O:11])[CH:9]=[CH2:10]. (4) The product is: [OH:1][C:2]1[C:3]([O:13][CH3:14])=[C:4]([CH2:8][CH2:9][C:10]([O:12][CH3:19])=[O:11])[CH:5]=[CH:6][CH:7]=1. Given the reactants [OH:1][C:2]1[C:3]([O:13][CH3:14])=[C:4]([CH2:8][CH2:9][C:10]([OH:12])=[O:11])[CH:5]=[CH:6][CH:7]=1.S(Cl)(Cl)=O.[CH3:19]O, predict the reaction product. (5) The product is: [Cl:1][C:2]1[N:3]=[C:4]([NH:21][CH2:20][CH3:19])[C:5]([N+:15]([O-:17])=[O:16])=[C:6]([N:8]2[CH2:13][CH2:12][O:11][CH2:10][C@@H:9]2[CH3:14])[N:7]=1. Given the reactants [Cl:1][C:2]1[N:7]=[C:6]([N:8]2[CH2:13][CH2:12][O:11][CH2:10][C@@H:9]2[CH3:14])[C:5]([N+:15]([O-:17])=[O:16])=[C:4](Cl)[N:3]=1.[CH3:19][CH2:20][N:21](CC)CC, predict the reaction product.